Predict the product of the given reaction. From a dataset of Forward reaction prediction with 1.9M reactions from USPTO patents (1976-2016). (1) The product is: [F:16][C:17]1[CH:22]=[C:21]([C:2]#[C:1][C:3]2[N:4]=[C:5]([CH3:15])[N:6]([C:8]3[CH:13]=[CH:12][C:11]([F:14])=[CH:10][CH:9]=3)[CH:7]=2)[CH:20]=[CH:19][N:18]=1. Given the reactants [C:1]([C:3]1[N:4]=[C:5]([CH3:15])[N:6]([C:8]2[CH:13]=[CH:12][C:11]([F:14])=[CH:10][CH:9]=2)[CH:7]=1)#[CH:2].[F:16][C:17]1[CH:22]=[C:21](I)[CH:20]=[CH:19][N:18]=1, predict the reaction product. (2) The product is: [F:1][C:2]1[C:15]2[C:14](=[O:16])[C:13]3[C:8](=[CH:9][CH:10]=[CH:11][CH:12]=3)[S:7][C:6]=2[C:5]([OH:17])=[CH:4][CH:3]=1.[OH:29][CH:26]([CH2:27][OH:28])[CH2:25][O:17][C:5]1[C:6]2[S:7][C:8]3[C:13](=[CH:12][CH:11]=[CH:10][CH:9]=3)[C:14](=[O:16])[C:15]=2[C:2]([F:1])=[CH:3][CH:4]=1. Given the reactants [F:1][C:2]1[C:15]2[C:14](=[O:16])[C:13]3[C:8](=[CH:9][CH:10]=[CH:11][CH:12]=3)[S:7][C:6]=2[C:5]([OH:17])=[CH:4][CH:3]=1.C(=O)([O-])[O-].[K+].[K+].Cl[CH2:25][CH:26]([OH:29])[CH2:27][OH:28], predict the reaction product.